This data is from Reaction yield outcomes from USPTO patents with 853,638 reactions. The task is: Predict the reaction yield, written as a fraction of the theoretical maximum amount of product (1.0 means a 100% yield; for example, 0.34 means a 34% yield). (1) The reactants are [CH2:1]([N:8]1[C:12]2[CH:13]=[C:14]3[C:18](=[CH:19][C:11]=2[NH:10][C:9]1=[O:39])[N:17](C(C1C=CC=CC=1)(C1C=CC=CC=1)C1C=CC=CC=1)[N:16]=[CH:15]3)[C:2]1[CH:7]=[CH:6][CH:5]=[CH:4][CH:3]=1. The catalyst is C(O)(C(F)(F)F)=O. The product is [CH2:1]([N:8]1[C:12]2[CH:13]=[C:14]3[C:18](=[CH:19][C:11]=2[NH:10][C:9]1=[O:39])[NH:17][N:16]=[CH:15]3)[C:2]1[CH:3]=[CH:4][CH:5]=[CH:6][CH:7]=1. The yield is 0.950. (2) The product is [Br:22][C:23]1[CH:30]=[C:29]([C:31]([F:32])([F:33])[F:34])[CH:28]=[CH:27][C:24]=1[CH2:25][N:3]1[C:2]([CH3:21])([CH3:1])[C:6](=[O:7])[N:5]([C:8]2[CH:15]=[CH:14][C:11]([C:12]#[N:13])=[C:10]([C:16]([F:19])([F:17])[F:18])[CH:9]=2)[C:4]1=[O:20]. No catalyst specified. The reactants are [CH3:1][C:2]1([CH3:21])[C:6](=[O:7])[N:5]([C:8]2[CH:15]=[CH:14][C:11]([C:12]#[N:13])=[C:10]([C:16]([F:19])([F:18])[F:17])[CH:9]=2)[C:4](=[O:20])[NH:3]1.[Br:22][C:23]1[CH:30]=[C:29]([C:31]([F:34])([F:33])[F:32])[CH:28]=[CH:27][C:24]=1[CH2:25]Br. The yield is 0.780. (3) The reactants are [Cl:1][C:2]1[CH:3]=[CH:4][C:5]([NH:8][C:9](=[O:29])[C:10]2[CH:15]=[C:14](I)[CH:13]=[CH:12][C:11]=2[NH:17][C:18]([CH:20]2[CH2:25][CH2:24][N:23]([CH:26]([CH3:28])[CH3:27])[CH2:22][CH2:21]2)=[O:19])=[N:6][CH:7]=1.C(N(CC)CC)C.[CH3:37][OH:38].CN(C)[CH:41]=[O:42]. No catalyst specified. The product is [Cl:1][C:2]1[CH:3]=[CH:4][C:5]([NH:8][C:9](=[O:29])[C:10]2[CH:15]=[C:14]([C:37]([O:42][CH3:41])=[O:38])[CH:13]=[CH:12][C:11]=2[NH:17][C:18]([CH:20]2[CH2:25][CH2:24][N:23]([CH:26]([CH3:28])[CH3:27])[CH2:22][CH2:21]2)=[O:19])=[N:6][CH:7]=1. The yield is 0.380. (4) The reactants are FC(F)(F)C(O)=O.[Cl:8][C:9]1[CH:10]=[C:11]([CH:16]2[C:20]([C:23]3[CH:28]=[CH:27][C:26]([Cl:29])=[CH:25][C:24]=3[F:30])([C:21]#[N:22])[CH:19]([CH2:31][C:32]([CH3:35])([CH3:34])[CH3:33])[NH:18][CH:17]2[C:36](O)=[O:37])[CH:12]=[CH:13][C:14]=1[F:15].CC1(C)[O:44][C@@H:43]([CH2:45][CH2:46][NH2:47])[CH2:42][O:41]1.CN(C(ON1N=NC2C=CC=NC1=2)=[N+](C)C)C.F[P-](F)(F)(F)(F)F.CCN(C(C)C)C(C)C.Cl. The catalyst is C(Cl)Cl.O1CCCC1. The product is [OH:44][C@H:43]([CH2:42][OH:41])[CH2:45][CH2:46][NH:47][C:36]([CH:17]1[CH:16]([C:11]2[CH:12]=[CH:13][C:14]([F:15])=[C:9]([Cl:8])[CH:10]=2)[C:20]([C:23]2[CH:28]=[CH:27][C:26]([Cl:29])=[CH:25][C:24]=2[F:30])([C:21]#[N:22])[CH:19]([CH2:31][C:32]([CH3:35])([CH3:33])[CH3:34])[NH:18]1)=[O:37]. The yield is 0.770. (5) The reactants are Cl.[CH2:2]([O:9][C:10](=[O:16])[C@H:11]1[CH2:15][CH2:14][CH2:13][NH:12]1)[C:3]1[CH:8]=[CH:7][CH:6]=[CH:5][CH:4]=1.[CH3:17][O:18][C@H:19]([CH2:23][CH2:24][C@H:25]([O:29][CH3:30])[C:26]([OH:28])=O)[C:20]([OH:22])=O.[CH3:31][CH2:32][O:33][C:34]([CH3:36])=[O:35].C[CH2:38][CH2:39][CH2:40][CH2:41][CH3:42]. The catalyst is CO.CCOC(C)=O. The product is [CH2:2]([O:9][C:10]([C@H:11]1[CH2:15][CH2:14][CH2:13][N:12]1[C:20](=[O:22])[C@H:19]([O:18][CH3:17])[CH2:23][CH2:24][C@H:25]([O:29][CH3:30])[C:26]([N:12]1[CH2:11][CH2:15][CH2:14][C@@H:36]1[C:34]([O:33][CH2:32][C:31]1[CH:38]=[CH:39][CH:40]=[CH:41][CH:42]=1)=[O:35])=[O:28])=[O:16])[C:3]1[CH:4]=[CH:5][CH:6]=[CH:7][CH:8]=1. The yield is 0.360. (6) The reactants are [CH:1]1([CH2:4][P:5](Cl)(Cl)=[O:6])[CH2:3][CH2:2]1.[CH:9]([Mg]Br)=[CH2:10].[Cl-].[NH4+].[CH2:15]1COC[CH2:16]1. No catalyst specified. The product is [CH:1]1([CH2:4][P:5](=[O:6])([CH:9]=[CH2:10])[CH:15]=[CH2:16])[CH2:3][CH2:2]1. The yield is 0.470. (7) The reactants are [C:1]1(B(O)O)[CH:6]=[CH:5][CH:4]=[CH:3][CH:2]=1.Cl.N[C@@H]1CCCC[C@H]1O.C[Si]([N-][Si](C)(C)C)(C)C.[Na+].I[CH:30]1[C:35](OC)([O:36]C)[CH2:34][CH2:33][O:32][CH2:31]1. The catalyst is C1COCC1.O.O.O.O.O.O.[Ni](Cl)Cl. The product is [C:1]1([CH:30]2[C:35](=[O:36])[CH2:34][CH2:33][O:32][CH2:31]2)[CH:6]=[CH:5][CH:4]=[CH:3][CH:2]=1. The yield is 0.517.